From a dataset of Full USPTO retrosynthesis dataset with 1.9M reactions from patents (1976-2016). Predict the reactants needed to synthesize the given product. (1) Given the product [C:14]([O:13][CH2:12][CH2:11][C:3]1[S:4][C:5]([S:7]([NH:8][C:18](=[O:19])[NH:40][C:38]2[S:39][C:35]([Br:34])=[C:36]([CH3:41])[N:37]=2)(=[O:10])=[O:9])=[CH:6][C:2]=1[CH3:1])(=[O:16])[CH3:15], predict the reactants needed to synthesize it. The reactants are: [CH3:1][C:2]1[CH:6]=[C:5]([S:7](=[O:10])(=[O:9])[NH2:8])[S:4][C:3]=1[CH2:11][CH2:12][O:13][C:14](=[O:16])[CH3:15].Cl[C:18](OC1C=CC=CC=1)=[O:19].C(N(CC)CC)C.[Br:34][C:35]1[S:39][C:38]([NH2:40])=[N:37][C:36]=1[CH3:41]. (2) Given the product [Br:1][C:2]1[C:11]2[O:10][CH2:9][CH2:8][CH2:7][C:6]=2[C:5]([S:12]([NH:21][C@@H:19]([CH3:20])[C:18]([F:23])([F:22])[F:17])(=[O:14])=[O:13])=[CH:4][CH:3]=1, predict the reactants needed to synthesize it. The reactants are: [Br:1][C:2]1[C:11]2[O:10][CH2:9][CH2:8][CH2:7][C:6]=2[C:5]([S:12](Cl)(=[O:14])=[O:13])=[CH:4][CH:3]=1.Cl.[F:17][C:18]([F:23])([F:22])[C@@H:19]([NH2:21])[CH3:20]. (3) Given the product [CH2:23]([C:2]1[C:7]([CH:8]([CH2:13][CH2:14][CH3:15])[C:9]([O:11][CH3:12])=[O:10])=[C:6]([CH3:16])[N:5]=[C:4]([C:17]2[CH:22]=[CH:21][CH:20]=[CH:19][CH:18]=2)[N:3]=1)[CH3:24], predict the reactants needed to synthesize it. The reactants are: Cl[C:2]1[C:7]([CH:8]([CH2:13][CH2:14][CH3:15])[C:9]([O:11][CH3:12])=[O:10])=[C:6]([CH3:16])[N:5]=[C:4]([C:17]2[CH:22]=[CH:21][CH:20]=[CH:19][CH:18]=2)[N:3]=1.[CH2:23]([Mg]Cl)[CH3:24]. (4) Given the product [O:22]=[C:21]1[C:23](=[CH:1][C:3]2[O:7][C:6]([C:8]3[CH:9]=[C:10]([CH:14]=[CH:15][CH:16]=3)[C:11]([OH:13])=[O:12])=[CH:5][CH:4]=2)[S:17][C:18](=[S:19])[NH:20]1, predict the reactants needed to synthesize it. The reactants are: [CH:1]([C:3]1[O:7][C:6]([C:8]2[CH:9]=[C:10]([CH:14]=[CH:15][CH:16]=2)[C:11]([OH:13])=[O:12])=[CH:5][CH:4]=1)=O.[S:17]1[CH2:23][C:21](=[O:22])[NH:20][C:18]1=[S:19].N1CCCCC1. (5) Given the product [Cl:1][C:2]1[C:3]([N:8]([C@@H:28]2[CH2:33][CH2:32][CH2:31][NH:30][CH2:29]2)[C:9]([C:10]2[CH:15]=[CH:14][C:13]([C:16]3[CH:17]=[N:18][N:19]([CH3:26])[C:20]=3[C:21]([O:23][CH2:24][CH3:25])=[O:22])=[CH:12][CH:11]=2)=[O:27])=[N:4][CH:5]=[CH:6][CH:7]=1, predict the reactants needed to synthesize it. The reactants are: [Cl:1][C:2]1[C:3]([N:8]([C@@H:28]2[CH2:33][CH2:32][CH2:31][N:30](C(OC(C)(C)C)=O)[CH2:29]2)[C:9](=[O:27])[C:10]2[CH:15]=[CH:14][C:13]([C:16]3[CH:17]=[N:18][N:19]([CH3:26])[C:20]=3[C:21]([O:23][CH2:24][CH3:25])=[O:22])=[CH:12][CH:11]=2)=[N:4][CH:5]=[CH:6][CH:7]=1.Cl. (6) Given the product [ClH:1].[ClH:1].[C:15]1([C:21]2[O:25][C:24]([C:26]([N:28]3[CH2:33][CH2:32][NH:31][CH2:30][CH:29]3[CH2:41][O:42][C:43]3[CH:44]=[N:45][CH:46]=[CH:47][CH:48]=3)=[O:27])=[CH:23][CH:22]=2)[CH:16]=[CH:17][CH:18]=[CH:19][CH:20]=1, predict the reactants needed to synthesize it. The reactants are: [ClH:1].O1CCOCC1.OC(C(F)(F)F)=O.[C:15]1([C:21]2[O:25][C:24]([C:26]([N:28]3[CH2:33][CH2:32][N:31](C(OC(C)(C)C)=O)[CH2:30][CH:29]3[CH2:41][O:42][C:43]3[CH:44]=[N:45][CH:46]=[CH:47][CH:48]=3)=[O:27])=[CH:23][CH:22]=2)[CH:20]=[CH:19][CH:18]=[CH:17][CH:16]=1. (7) Given the product [CH:3]([OH:5])=[O:4].[NH2:15][C@@H:16]([CH2:51][CH2:52][CH2:53][CH2:54][NH2:55])[C:17]([O:19][CH2:20][C:21]1[CH:26]=[C:25]([F:27])[C:24]([F:28])=[CH:23][C:22]=1[C:29]1[CH:30]=[C:31]2[C:36](=[CH:37][CH:38]=1)[N:35]=[C:34]([NH2:39])[N:33]=[C:32]2[C:40]([N:42]1[CH2:50][C:49]2[C:44](=[CH:45][CH:46]=[CH:47][CH:48]=2)[CH2:43]1)=[O:41])=[O:18], predict the reactants needed to synthesize it. The reactants are: FC(F)(F)[C:3]([OH:5])=[O:4].C(OC([NH:15][C@@H:16]([CH2:51][CH2:52][CH2:53][CH2:54][NH:55]C(OC(C)(C)C)=O)[C:17]([O:19][CH2:20][C:21]1[CH:26]=[C:25]([F:27])[C:24]([F:28])=[CH:23][C:22]=1[C:29]1[CH:30]=[C:31]2[C:36](=[CH:37][CH:38]=1)[N:35]=[C:34]([NH2:39])[N:33]=[C:32]2[C:40]([N:42]1[CH2:50][C:49]2[C:44](=[CH:45][CH:46]=[CH:47][CH:48]=2)[CH2:43]1)=[O:41])=[O:18])=O)(C)(C)C.CCCCCCC. (8) Given the product [C:13]1([CH:2]2[O:12][C:6]3[CH:7]=[CH:8][C:9]([OH:11])=[CH:10][C:5]=3[O:4][CH2:3]2)[CH:18]=[CH:17][CH:16]=[CH:15][CH:14]=1, predict the reactants needed to synthesize it. The reactants are: O[CH:2]([C:13]1[CH:18]=[CH:17][CH:16]=[CH:15][CH:14]=1)[CH2:3][O:4][C:5]1[CH:10]=[C:9]([OH:11])[CH:8]=[CH:7][C:6]=1[OH:12].